This data is from Catalyst prediction with 721,799 reactions and 888 catalyst types from USPTO. The task is: Predict which catalyst facilitates the given reaction. (1) Reactant: [N:1]1([NH:7][C:8]([C:10]2[C:14]([NH2:15])=[C:13]([C:16]3[CH:21]=[CH:20][C:19]([Cl:22])=[CH:18][CH:17]=3)[N:12]([C:23]3[CH:28]=[CH:27][CH:26]=[CH:25][C:24]=3[Cl:29])[N:11]=2)=[O:9])[CH2:6][CH2:5][O:4][CH2:3][CH2:2]1.[CH2:30](OC(OCC)OCC)C. Product: [Cl:22][C:19]1[CH:18]=[CH:17][C:16]([C:13]2[N:12]([C:23]3[CH:28]=[CH:27][CH:26]=[CH:25][C:24]=3[Cl:29])[N:11]=[C:10]3[C:8](=[O:9])[N:7]([N:1]4[CH2:2][CH2:3][O:4][CH2:5][CH2:6]4)[CH:30]=[N:15][C:14]=23)=[CH:21][CH:20]=1. The catalyst class is: 93. (2) Reactant: [C:1]([NH:8][C@H:9]([C:17]([OH:19])=O)[CH2:10][C:11]1[CH:16]=[CH:15][CH:14]=[CH:13][CH:12]=1)([O:3][C:4]([CH3:7])([CH3:6])[CH3:5])=[O:2].[CH2:20]([O:22][C:23]([C@:25]1([NH2:37])[CH2:30][C@H:29]([OH:31])[C@@H:28]2[C@H:26]1[C@H:27]2[C:32]([O:34][CH2:35][CH3:36])=[O:33])=[O:24])[CH3:21]. Product: [CH2:20]([O:22][C:23]([C@:25]1([NH:37][C:17](=[O:19])[CH:9]([NH:8][C:1]([O:3][C:4]([CH3:5])([CH3:6])[CH3:7])=[O:2])[CH2:10][C:11]2[CH:12]=[CH:13][CH:14]=[CH:15][CH:16]=2)[CH2:30][C@H:29]([OH:31])[C@@H:28]2[C@H:26]1[C@H:27]2[C:32]([O:34][CH2:35][CH3:36])=[O:33])=[O:24])[CH3:21]. The catalyst class is: 4. (3) Reactant: [CH3:1][O:2][C:3]1[CH:8]=[CH:7][C:6]([C@@H:9]([NH2:11])[CH3:10])=[CH:5][CH:4]=1.[N:12]1[C:21]2[C:20](=O)[CH2:19][CH2:18][CH2:17][C:16]=2[CH:15]=[CH:14][CH:13]=1.C(O)(=O)C.C(O[BH-](OC(=O)C)OC(=O)C)(=O)C.[Na+].C(=O)([O-])[O-].[Na+].[Na+]. Product: [CH3:1][O:2][C:3]1[CH:8]=[CH:7][C:6]([C@@H:9]([NH:11][C@@H:20]2[C:21]3[N:12]=[CH:13][CH:14]=[CH:15][C:16]=3[CH2:17][CH2:18][CH2:19]2)[CH3:10])=[CH:5][CH:4]=1. The catalyst class is: 4. (4) Reactant: [CH3:1][C:2]1[C:6]([CH3:7])=[C:5]([NH:8][C:9](=[O:16])OCC(Cl)(Cl)Cl)[O:4][N:3]=1.[C:17]1([C:23]2[N:24]=[C:25]([CH:28]3[CH2:33][CH2:32][NH:31][CH2:30][CH2:29]3)[S:26][CH:27]=2)[CH:22]=[CH:21][CH:20]=[CH:19][CH:18]=1.C(N(C(C)C)CC)(C)C.O. Product: [CH3:1][C:2]1[C:6]([CH3:7])=[C:5]([NH:8][C:9]([N:31]2[CH2:30][CH2:29][CH:28]([C:25]3[S:26][CH:27]=[C:23]([C:17]4[CH:22]=[CH:21][CH:20]=[CH:19][CH:18]=4)[N:24]=3)[CH2:33][CH2:32]2)=[O:16])[O:4][N:3]=1. The catalyst class is: 16. (5) Reactant: N1(C(C(O)=O)N[C:12]([O:14][CH2:15][C:16]2[CH:21]=[CH:20][CH:19]=[CH:18][CH:17]=2)=[O:13])C2C=CC=CC=2N=N1.[C:25](Cl)(=[O:29])[C:26](Cl)=O.C[N:32](C=O)C.[NH2:36][C:37]1[CH:42]=[CH:41]C=[CH:39][C:38]=1[C:43](=O)CCC.C[N:49]1[CH2:54][CH2:53]OCC1.[C:55]([O-])(=O)[CH3:56].[NH4+]. Product: [CH2:15]([O:14][C:12]([CH:26]1[N:36]=[C:37]([CH:38]([CH3:43])[CH3:39])[C:42]2[CH:41]=[CH:55][CH:56]=[CH:53][C:54]=2[N:49]([NH2:32])[C:25]1=[O:29])=[O:13])[C:16]1[CH:17]=[CH:18][CH:19]=[CH:20][CH:21]=1. The catalyst class is: 1. (6) Reactant: [NH:1]1[C:5]2=[N:6][CH:7]=[CH:8][CH:9]=[C:4]2[C:3]([C:10]([C:12]2[CH:13]=[C:14]([CH:17]=[CH:18][CH:19]=2)[CH:15]=O)=[O:11])=[CH:2]1.C(CC(N)=[O:24])#N.C1C[CH2:35][N:34]2[C:29](=[N:30][CH2:31][CH2:32][CH2:33]2)CC1. Product: [NH:1]1[C:5]2=[N:6][CH:7]=[CH:8][CH:9]=[C:4]2[C:3]([C:10]([C:12]2[CH:13]=[C:14]([CH:15]=[C:32]([C:31]#[N:30])[C:33]([N:34]([CH3:35])[CH3:29])=[O:24])[CH:17]=[CH:18][CH:19]=2)=[O:11])=[CH:2]1. The catalyst class is: 1. (7) Reactant: [CH3:1][O:2][C:3]1[CH:20]=[CH:19][C:6]([C:7]([NH:9][C:10]2[CH:15]=[CH:14][C:13]([N+:16]([O-])=O)=[CH:12][CH:11]=2)=[O:8])=[CH:5][CH:4]=1. Product: [NH2:16][C:13]1[CH:12]=[CH:11][C:10]([NH:9][C:7](=[O:8])[C:6]2[CH:19]=[CH:20][C:3]([O:2][CH3:1])=[CH:4][CH:5]=2)=[CH:15][CH:14]=1. The catalyst class is: 50. (8) Reactant: N1CC[CH2:3][CH2:2]1.C(O)(=O)C.[CH3:10][CH:11]([N:13]1[C:17]([CH3:18])=[CH:16][C:15](=[O:19])[NH:14]1)[CH3:12].[F:20][C:21]1[CH:28]=[C:27]([O:29][CH3:30])[CH:26]=[CH:25][C:22]=1[CH:23]=[O:24]. The catalyst class is: 8. Product: [CH3:10][CH:11]([N:13]1[C:17]([CH3:18])=[C:16]([CH:23]([C:22]2[CH:25]=[CH:26][C:27]([O:29][CH3:30])=[CH:28][C:21]=2[F:20])[O:24][CH2:2][CH3:3])[C:15](=[O:19])[NH:14]1)[CH3:12]. (9) Reactant: C(OC([N:8]1[CH:13]2[CH2:14][CH2:15][CH:9]1[CH2:10][C:11]([C:21]#[N:22])([C:16]1[S:17][CH:18]=[CH:19][N:20]=1)[CH2:12]2)=O)(C)(C)C.[ClH:23]. Product: [ClH:23].[S:17]1[CH:18]=[CH:19][N:20]=[C:16]1[C:11]1([C:21]#[N:22])[CH2:12][CH:13]2[NH:8][CH:9]([CH2:15][CH2:14]2)[CH2:10]1. The catalyst class is: 12. (10) Reactant: Br[C:2]1[S:11][C:5]2[S:6][C:7](Br)=[C:8]([Br:9])[C:4]=2[C:3]=1[Br:12].C(O)(=O)C. Product: [Br:9][C:8]1[C:4]2[C:3]([Br:12])=[CH:2][S:11][C:5]=2[S:6][CH:7]=1. The catalyst class is: 739.